From a dataset of Forward reaction prediction with 1.9M reactions from USPTO patents (1976-2016). Predict the product of the given reaction. (1) Given the reactants Br[C:2]1[CH:7]=[CH:6][C:5]([F:8])=[C:4](/[CH:9]=[CH:10]/[O:11][CH3:12])[CH:3]=1.C([Li])(C)(C)C.[C:18]1([S:24](F)(=[O:26])=[O:25])[CH:23]=[CH:22][CH:21]=[CH:20][CH:19]=1, predict the reaction product. The product is: [C:18]1([S:24]([C:2]2[CH:7]=[CH:6][C:5]([F:8])=[C:4]([CH:9]=[CH:10][O:11][CH3:12])[CH:3]=2)(=[O:26])=[O:25])[CH:23]=[CH:22][CH:21]=[CH:20][CH:19]=1. (2) Given the reactants [C:1]([C:4]1[C:5]([NH:11][C:12]2[CH:17]=[CH:16][C:15]([N:18]3[CH2:23][CH2:22][N:21]([C:24]([O:26][CH2:27][C:28]4[CH:33]=[CH:32][CH:31]=[CH:30][CH:29]=4)=[O:25])[CH2:20][CH2:19]3)=[CH:14][CH:13]=2)=[N:6][C:7](Cl)=[CH:8][CH:9]=1)(=[O:3])[NH2:2].[NH:34]1[CH2:39][CH2:38][CH2:37][C@@H:36]([NH:40][C:41](=[O:47])[O:42][C:43]([CH3:46])([CH3:45])[CH3:44])[CH2:35]1.CCN(C(C)C)C(C)C, predict the reaction product. The product is: [C:43]([O:42][C:41]([NH:40][C@@H:36]1[CH2:37][CH2:38][CH2:39][N:34]([C:7]2[N:6]=[C:5]([NH:11][C:12]3[CH:17]=[CH:16][C:15]([N:18]4[CH2:23][CH2:22][N:21]([C:24]([O:26][CH2:27][C:28]5[CH:33]=[CH:32][CH:31]=[CH:30][CH:29]=5)=[O:25])[CH2:20][CH2:19]4)=[CH:14][CH:13]=3)[C:4]([C:1](=[O:3])[NH2:2])=[CH:9][CH:8]=2)[CH2:35]1)=[O:47])([CH3:46])([CH3:44])[CH3:45]. (3) Given the reactants [CH2:1]1[C:4]2([CH2:8][CH:7]([C:9]([O:11][CH3:12])=[O:10])[CH2:6][S:5]2)[CH2:3][NH:2]1.[C:13](O[C:13]([O:15][C:16]([CH3:19])([CH3:18])[CH3:17])=[O:14])([O:15][C:16]([CH3:19])([CH3:18])[CH3:17])=[O:14].CCN(CC)CC, predict the reaction product. The product is: [CH2:3]1[C:4]2([CH2:8][CH:7]([C:9]([O:11][CH3:12])=[O:10])[CH2:6][S:5]2)[CH2:1][N:2]1[C:13]([O:15][C:16]([CH3:19])([CH3:18])[CH3:17])=[O:14]. (4) Given the reactants [F:1][C:2]1([F:20])[CH2:5][N:4]([C:6]2[CH:7]=[CH:8][C:9]([C:17]([OH:19])=O)=[N:10][C:11]=2[O:12][CH2:13][CH2:14][O:15][CH3:16])[CH2:3]1.[NH2:21][C@@H:22]([CH2:26][CH:27]([CH3:29])[CH3:28])[C:23]([NH2:25])=[O:24], predict the reaction product. The product is: [C:23]([C@@H:22]([NH:21][C:17]([C:9]1[CH:8]=[CH:7][C:6]([N:4]2[CH2:3][C:2]([F:1])([F:20])[CH2:5]2)=[C:11]([O:12][CH2:13][CH2:14][O:15][CH3:16])[N:10]=1)=[O:19])[CH2:26][CH:27]([CH3:29])[CH3:28])(=[O:24])[NH2:25]. (5) Given the reactants [CH3:1][C:2]1[O:6][C:5]([C:7]2[N:12]=[C:11](O)[CH:10]=[C:9]([C:14]3[S:15][CH:16]=[CH:17][N:18]=3)[N:8]=2)=[CH:4][CH:3]=1.P(Cl)(Cl)([Cl:21])=O, predict the reaction product. The product is: [Cl:21][C:11]1[CH:10]=[C:9]([C:14]2[S:15][CH:16]=[CH:17][N:18]=2)[N:8]=[C:7]([C:5]2[O:6][C:2]([CH3:1])=[CH:3][CH:4]=2)[N:12]=1. (6) Given the reactants [S:1]1[CH2:6][C:5](=O)[CH2:4][C:3](=[O:8])[CH2:2]1.[Br:9][C:10]1[CH:11]=[C:12]([CH:15]=[CH:16][C:17]=1[F:18])[CH:13]=O.[NH2:19][C:20]1[CH2:25][CH2:24][CH2:23][C:22](=[O:26])[CH:21]=1, predict the reaction product. The product is: [Br:9][C:10]1[CH:11]=[C:12]([CH:13]2[C:21]3[C:22](=[O:26])[CH2:23][CH2:24][CH2:25][C:20]=3[NH:19][C:5]3[CH2:6][S:1][CH2:2][C:3](=[O:8])[C:4]2=3)[CH:15]=[CH:16][C:17]=1[F:18]. (7) Given the reactants [C:1]1([N:7]2[C:11](=[O:12])[CH:10]([C:13](=O)[CH2:14][C:15](=O)[CH3:16])[C:9]([CH3:19])=[N:8]2)[CH:6]=[CH:5][CH:4]=[CH:3][CH:2]=1.[CH3:20][NH:21][NH2:22], predict the reaction product. The product is: [CH3:20][N:21]1[C:13]([C:10]2[C:9]([CH3:19])=[N:8][N:7]([C:1]3[CH:6]=[CH:5][CH:4]=[CH:3][CH:2]=3)[C:11]=2[OH:12])=[CH:14][C:15]([CH3:16])=[N:22]1. (8) Given the reactants [NH2:1][C:2]1[CH:3]=[C:4]2[C:8](=[CH:9][CH:10]=1)[CH2:7][N:6]([C:11]([O:13][CH2:14][C:15]1[CH:20]=[CH:19][CH:18]=[CH:17][CH:16]=1)=[O:12])[CH2:5]2.C([O-])(O)=O.[Na+].[I:26]Cl, predict the reaction product. The product is: [NH2:1][C:2]1[CH:3]=[C:4]2[C:8](=[CH:9][C:10]=1[I:26])[CH2:7][N:6]([C:11]([O:13][CH2:14][C:15]1[CH:16]=[CH:17][CH:18]=[CH:19][CH:20]=1)=[O:12])[CH2:5]2. (9) Given the reactants C(OC([NH:8][CH2:9][C:10]([N:12]([CH2:14][C:15]1[CH:16]=[C:17]([C:21]2[CH:26]=[CH:25][C:24]([C:27]([OH:29])=O)=[CH:23][CH:22]=2)[CH:18]=[CH:19][CH:20]=1)[CH3:13])=[O:11])=O)(C)(C)C.C1C=C[C:33]2N(O)N=[N:36][C:34]=2C=1.C(N)C.N=C=N.[N-]=C=O.C(=O)([O-])[O-], predict the reaction product. The product is: [CH2:34]([NH:36][C:27]([C:24]1[CH:23]=[CH:22][C:21]([C:17]2[CH:18]=[CH:19][CH:20]=[C:15]([CH2:14][N:12]([C:10](=[O:11])[CH2:9][NH2:8])[CH3:13])[CH:16]=2)=[CH:26][CH:25]=1)=[O:29])[CH3:33]. (10) Given the reactants C([C@H:5]([O:9][CH:10]1[CH2:15][CH2:14][N:13]([C:16](=[O:33])[CH:17]([NH:19][C:20]([C:22]2[CH:23]=[C:24]3[C:29](=[CH:30][CH:31]=2)[C:28]([NH2:32])=[N:27][CH:26]=[CH:25]3)=[O:21])[CH3:18])[CH2:12][CH2:11]1)[C:6]([OH:8])=[O:7])(C)(C)C.[ClH:34], predict the reaction product. The product is: [ClH:34].[NH2:32][C:28]1[C:29]2[C:24](=[CH:23][C:22]([C:20]([NH:19][C@@H:17]([CH3:18])[C:16]([N:13]3[CH2:12][CH2:11][CH:10]([O:9][CH2:5][C:6]([OH:8])=[O:7])[CH2:15][CH2:14]3)=[O:33])=[O:21])=[CH:31][CH:30]=2)[CH:25]=[CH:26][N:27]=1.